Dataset: Forward reaction prediction with 1.9M reactions from USPTO patents (1976-2016). Task: Predict the product of the given reaction. (1) Given the reactants [Cl:1][C:2]1[CH:7]=[CH:6][C:5]([CH2:8][CH2:9][N:10]([C:12]2[CH:17]=[CH:16][C:15]([CH3:18])=[CH:14][CH:13]=2)N)=[CH:4][N:3]=1.[N:19]12[CH2:27][CH2:26][CH:23]([CH2:24][CH2:25]1)[C:22](=O)[CH2:21][CH2:20]2.S(=O)(=O)(O)O.[OH-].[Na+], predict the reaction product. The product is: [Cl:1][C:2]1[N:3]=[CH:4][C:5]([CH2:8][CH2:9][N:10]2[C:12]3[CH:17]=[CH:16][C:15]([CH3:18])=[CH:14][C:13]=3[C:21]3[CH2:20][N:19]4[CH2:27][CH2:26][CH:23]([C:22]2=3)[CH2:24][CH2:25]4)=[CH:6][CH:7]=1. (2) Given the reactants Br[C:2]1[CH:9]=[CH:8][C:5]([C:6]#[N:7])=[C:4]([O:10][CH3:11])[C:3]=1[CH3:12].[CH3:13][CH2:14]O, predict the reaction product. The product is: [CH:13]([C:2]1[CH:9]=[CH:8][C:5]([C:6]#[N:7])=[C:4]([O:10][CH3:11])[C:3]=1[CH3:12])=[CH2:14]. (3) Given the reactants [CH3:1][O:2][C:3]1[CH:8]=[CH:7][C:6]([S:9](/[CH:12]=[CH:13]/[C:14]2[C:15]([NH:23][C:24]3[CH:28]=[CH:27][N:26]([CH3:29])[N:25]=3)=[N:16][C:17](S(C)=O)=[N:18][CH:19]=2)(=[O:11])=[O:10])=[CH:5][CH:4]=1.[CH3:30][N:31]1[CH2:36][CH2:35][N:34]([C:37]2[CH:43]=[CH:42][C:40]([NH2:41])=[CH:39][CH:38]=2)[CH2:33][CH2:32]1, predict the reaction product. The product is: [CH3:1][O:2][C:3]1[CH:8]=[CH:7][C:6]([S:9](/[CH:12]=[CH:13]/[C:14]2[C:15]([NH:23][C:24]3[CH:28]=[CH:27][N:26]([CH3:29])[N:25]=3)=[N:16][C:17]([NH:41][C:40]3[CH:39]=[CH:38][C:37]([N:34]4[CH2:33][CH2:32][N:31]([CH3:30])[CH2:36][CH2:35]4)=[CH:43][CH:42]=3)=[N:18][CH:19]=2)(=[O:11])=[O:10])=[CH:5][CH:4]=1. (4) The product is: [N:13]([C:16]1[C:21]([F:22])=[C:20]([F:23])[C:19]([S:24]([NH:7][C:6]2[CH:8]=[CH:9][C:3]([N:2]([CH3:12])[CH3:1])=[C:4]([O:10][CH3:11])[CH:5]=2)(=[O:26])=[O:25])=[C:18]([F:28])[C:17]=1[F:29])=[N+:14]=[N-:15]. Given the reactants [CH3:1][N:2]([CH3:12])[C:3]1[CH:9]=[CH:8][C:6]([NH2:7])=[CH:5][C:4]=1[O:10][CH3:11].[N:13]([C:16]1[C:21]([F:22])=[C:20]([F:23])[C:19]([S:24](Cl)(=[O:26])=[O:25])=[C:18]([F:28])[C:17]=1[F:29])=[N+:14]=[N-:15], predict the reaction product.